Dataset: Full USPTO retrosynthesis dataset with 1.9M reactions from patents (1976-2016). Task: Predict the reactants needed to synthesize the given product. (1) Given the product [NH2:25][CH2:26][CH2:30][CH2:31][CH2:32][CH2:33][C:34]([OH:36])=[O:35], predict the reactants needed to synthesize it. The reactants are: NC(CCCCC)C(O)=O.NC(C)(C)C(O)=O.NCC(C)C(O)=O.[NH2:25][CH:26]([CH2:30][CH2:31][CH2:32][CH2:33][C:34]([OH:36])=[O:35])C(O)=O. (2) Given the product [C:1]([C:4]1[C:8]2[CH:9]=[CH:10][N:11]3[C:15]([C:7]=2[N:6]([CH2:23][C:24]([OH:26])=[O:25])[N:5]=1)=[CH:14][C:13]([C:16]1[CH:21]=[CH:20][CH:19]=[C:18]([Cl:22])[CH:17]=1)=[CH:12]3)(=[O:3])[CH3:2], predict the reactants needed to synthesize it. The reactants are: [C:1]([C:4]1[C:8]2[CH:9]=[CH:10][N:11]3[C:15]([C:7]=2[N:6]([CH2:23][C:24]([O:26]C)=[O:25])[N:5]=1)=[CH:14][C:13]([C:16]1[CH:21]=[CH:20][CH:19]=[C:18]([Cl:22])[CH:17]=1)=[CH:12]3)(=[O:3])[CH3:2].O.CO.[OH-].[Na+]. (3) The reactants are: [CH3:1][C:2]1[C:10]2[C:5](=[CH:6][CH:7]=[CH:8][CH:9]=2)[C:4]([CH3:12])([CH3:11])[CH:3]=1.[C:13](Cl)(=[O:15])[CH3:14].[Cl-].[Cl-].[Cl-].[Al+3]. Given the product [C:13]([C:3]1[C:4]([CH3:12])([CH3:11])[C:5]2[C:10](=[CH:9][CH:8]=[CH:7][CH:6]=2)[C:2]=1[CH3:1])(=[O:15])[CH3:14], predict the reactants needed to synthesize it. (4) Given the product [C:22]([C:21]1[C:2]([N:24]2[CH2:28][CH2:27][C@@H:26]([OH:29])[CH2:25]2)=[N:3][CH:4]=[C:5]([CH:20]=1)[C:6]([NH:8][C:9]1[CH:14]=[CH:13][C:12]([O:15][C:16]([F:19])([F:18])[F:17])=[CH:11][CH:10]=1)=[O:7])#[N:23], predict the reactants needed to synthesize it. The reactants are: Cl[C:2]1[C:21]([C:22]#[N:23])=[CH:20][C:5]([C:6]([NH:8][C:9]2[CH:14]=[CH:13][C:12]([O:15][C:16]([F:19])([F:18])[F:17])=[CH:11][CH:10]=2)=[O:7])=[CH:4][N:3]=1.[NH:24]1[CH2:28][CH2:27][C@@H:26]([OH:29])[CH2:25]1.CCN(C(C)C)C(C)C. (5) The reactants are: Br[CH2:2][CH:3]1[CH2:6][CH2:5][CH2:4]1.[CH2:7]1[O:11][C:10]2[CH:12]=[C:13]([OH:16])[CH:14]=[CH:15][C:9]=2[O:8]1. Given the product [CH:3]1([CH2:2][O:16][C:13]2[CH:14]=[CH:15][C:9]3[O:8][CH2:7][O:11][C:10]=3[CH:12]=2)[CH2:6][CH2:5][CH2:4]1, predict the reactants needed to synthesize it. (6) Given the product [Cl:1][C:2]1[CH:3]=[C:4]2[C@@:5]3([CH2:11][CH2:12][NH:13][C@@H:14]3[C:15]3[CH:20]=[CH:19][CH:18]=[CH:17][CH:16]=3)[CH2:6][NH:7][C:8]2=[CH:9][CH:10]=1, predict the reactants needed to synthesize it. The reactants are: [Cl:1][C:2]1[CH:3]=[C:4]2[C:8](=[CH:9][CH:10]=1)[NH:7][CH:6]=[C:5]2[CH2:11][CH2:12][NH2:13].[CH:14](=O)[C:15]1[CH:20]=[CH:19][CH:18]=[CH:17][CH:16]=1.B(Cl)([C@H]1[C@H](C)[C@@H]2C(C)(C)[C@@H](C2)C1)[C@H]1[C@H](C)[C@@H]2C(C)(C)[C@@H](C2)C1.[OH-].[Na+]. (7) Given the product [OH:18][N:17]=[C:2]([CH2:8][CH2:9][C:10]1[CH:15]=[CH:14][CH:13]=[CH:12][CH:11]=1)[CH2:3][CH2:4][C:5]([OH:7])=[O:6], predict the reactants needed to synthesize it. The reactants are: O=[C:2]([CH2:8][CH2:9][C:10]1[CH:15]=[CH:14][CH:13]=[CH:12][CH:11]=1)[CH2:3][CH2:4][C:5]([OH:7])=[O:6].Cl.[NH2:17][OH:18].C[O-].[Na+].CCOCC. (8) Given the product [Br:1][C:2]1[C:10]2[C:5](=[N:6][CH:7]=[C:8]([C:11]3[CH:16]=[CH:15][CH:14]=[CH:13][CH:12]=3)[CH:9]=2)[N:4]([S:23]([C:20]2[CH:21]=[CH:22][C:17]([CH3:27])=[CH:18][CH:19]=2)(=[O:25])=[O:24])[CH:3]=1, predict the reactants needed to synthesize it. The reactants are: [Br:1][C:2]1[C:10]2[C:5](=[N:6][CH:7]=[C:8]([C:11]3[CH:16]=[CH:15][CH:14]=[CH:13][CH:12]=3)[CH:9]=2)[NH:4][CH:3]=1.[C:17]1([CH3:27])[CH:22]=[CH:21][C:20]([S:23](Cl)(=[O:25])=[O:24])=[CH:19][CH:18]=1.ClCCl.[OH-].[Na+].